From a dataset of Forward reaction prediction with 1.9M reactions from USPTO patents (1976-2016). Predict the product of the given reaction. (1) Given the reactants C[O:2][C:3](=[O:24])[C:4]1[CH:9]=[C:8]([C:10]2[S:11][CH:12]=[C:13]([C:15]3[CH:20]=[CH:19][C:18]([Cl:21])=[C:17]([Cl:22])[CH:16]=3)[N:14]=2)[CH:7]=[CH:6][C:5]=1Br.[CH:25]([C:28]1[C:33](B(O)O)=[CH:32][N:31]=[CH:30][N:29]=1)([CH3:27])[CH3:26], predict the reaction product. The product is: [Cl:22][C:17]1[CH:16]=[C:15]([C:13]2[N:14]=[C:10]([C:8]3[CH:7]=[CH:6][C:5]([C:33]4[C:28]([CH:25]([CH3:27])[CH3:26])=[N:29][CH:30]=[N:31][CH:32]=4)=[C:4]([CH:9]=3)[C:3]([OH:2])=[O:24])[S:11][CH:12]=2)[CH:20]=[CH:19][C:18]=1[Cl:21]. (2) Given the reactants [S:1]1[C:5]2[CH:6]=[C:7]([C:10]([OH:12])=O)[CH:8]=[CH:9][C:4]=2[N:3]=[CH:2]1.[C:13]([O:17][C:18]([CH3:21])([CH3:20])[CH3:19])(=[O:16])[NH:14][NH2:15].Cl.CN(C)CCCN=C=NCC.ON1C2C=CC=CC=2N=N1, predict the reaction product. The product is: [S:1]1[C:5]2[CH:6]=[C:7]([C:10]([NH:15][NH:14][C:13]([O:17][C:18]([CH3:21])([CH3:20])[CH3:19])=[O:16])=[O:12])[CH:8]=[CH:9][C:4]=2[N:3]=[CH:2]1. (3) The product is: [O:7]([CH2:6][CH2:5][C@H:2]1[CH2:3][O:4][C:21]([NH2:20])=[N:1]1)[C:8]1[CH:13]=[CH:12][CH:11]=[CH:10][CH:9]=1. Given the reactants [NH2:1][C@@H:2]([CH2:5][CH2:6][O:7][C:8]1[CH:13]=[CH:12][CH:11]=[CH:10][CH:9]=1)[CH2:3][OH:4].C([O-])([O-])=O.[K+].[K+].[N:20]#[C:21]Br.O, predict the reaction product. (4) Given the reactants [C:1]([C:5]1[CH:10]=[CH:9][C:8]([S:11]([NH:14][C:15]2[C:16]3[CH:27]=[C:26]([F:28])[CH:25]=[CH:24][C:17]=3[S:18][C:19]=2[C:20]([O:22]C)=[O:21])(=[O:13])=[O:12])=[CH:7][CH:6]=1)([CH3:4])([CH3:3])[CH3:2].[OH-].[Na+].Cl, predict the reaction product. The product is: [C:1]([C:5]1[CH:6]=[CH:7][C:8]([S:11]([NH:14][C:15]2[C:16]3[CH:27]=[C:26]([F:28])[CH:25]=[CH:24][C:17]=3[S:18][C:19]=2[C:20]([OH:22])=[O:21])(=[O:13])=[O:12])=[CH:9][CH:10]=1)([CH3:4])([CH3:2])[CH3:3]. (5) Given the reactants [NH2:1][CH:2]1[CH2:10][C:9]2[C:4](=[CH:5][CH:6]=[CH:7][CH:8]=2)[CH2:3]1.[CH3:11][N:12]([CH3:26])[C:13]1([C:20]2[CH:25]=[CH:24][CH:23]=[CH:22][CH:21]=2)[CH2:18][CH2:17][C:16](=O)[CH2:15][CH2:14]1.C(O)(=O)C.C(O[BH-](OC(=O)C)OC(=O)C)(=O)C.[Na+], predict the reaction product. The product is: [CH2:3]1[C:4]2[C:9](=[CH:8][CH:7]=[CH:6][CH:5]=2)[CH2:10][CH:2]1[NH:1][CH:16]1[CH2:15][CH2:14][C:13]([C:20]2[CH:21]=[CH:22][CH:23]=[CH:24][CH:25]=2)([N:12]([CH3:26])[CH3:11])[CH2:18][CH2:17]1. (6) Given the reactants [CH2:1]([N:3]([CH2:31][CH3:32])[C:4]1[CH:30]=[CH:29][C:7]2[C:8]3[NH:9][C:10](=[O:28])[N:11]([O:16]CC4C=CC(OC)=CC=4OC)[C:12](=[O:15])[C:13]=3[O:14][C:6]=2[CH:5]=1)[CH3:2].[CH2:33](Br)[C:34]1[CH:39]=[CH:38][CH:37]=[CH:36][CH:35]=1, predict the reaction product. The product is: [CH2:33]([N:9]1[C:8]2[C:7]3[CH:29]=[CH:30][C:4]([N:3]([CH2:31][CH3:32])[CH2:1][CH3:2])=[CH:5][C:6]=3[O:14][C:13]=2[C:12](=[O:15])[N:11]([OH:16])[C:10]1=[O:28])[C:34]1[CH:39]=[CH:38][CH:37]=[CH:36][CH:35]=1.